The task is: Predict the reaction yield, written as a fraction of the theoretical maximum amount of product (1.0 means a 100% yield; for example, 0.34 means a 34% yield).. This data is from Reaction yield outcomes from USPTO patents with 853,638 reactions. (1) The reactants are [CH3:1][N:2]1[C:10]([CH:11]=O)=[N:9][C:8]2[C:3]1=[N:4][C:5]([N:19]1[C:23]3[CH:24]=[CH:25][CH:26]=[CH:27][C:22]=3[N:21]=[C:20]1[CH3:28])=[N:6][C:7]=2[N:13]1[CH2:18][CH2:17][O:16][CH2:15][CH2:14]1.[CH2:29]1[C:32]2([CH2:37][CH2:36][NH:35][CH2:34][CH2:33]2)[CH2:31][CH:30]1[OH:38].C(OC)(OC)OC.C(O)(=O)C.C(O[BH-](OC(=O)C)OC(=O)C)(=O)C.[Na+]. The catalyst is ClCCCl. The product is [CH3:1][N:2]1[C:10]([CH2:11][N:35]2[CH2:36][CH2:37][C:32]3([CH2:31][CH:30]([OH:38])[CH2:29]3)[CH2:33][CH2:34]2)=[N:9][C:8]2[C:3]1=[N:4][C:5]([N:19]1[C:23]3[CH:24]=[CH:25][CH:26]=[CH:27][C:22]=3[N:21]=[C:20]1[CH3:28])=[N:6][C:7]=2[N:13]1[CH2:14][CH2:15][O:16][CH2:17][CH2:18]1. The yield is 0.450. (2) The reactants are [Cl-].[Al+3].[Cl-].[Cl-].[F:5][C:6]1[CH:14]=[CH:13][C:9]([C:10](Cl)=[O:11])=[CH:8][CH:7]=1.Cl.[C:16]1([CH3:23])[CH:21]=[CH:20][CH:19]=[C:18]([CH3:22])[CH:17]=1. No catalyst specified. The product is [CH3:23][C:16]1[CH:21]=[CH:20][C:19]([C:10](=[O:11])[C:9]2[CH:13]=[CH:14][C:6]([F:5])=[CH:7][CH:8]=2)=[C:18]([CH3:22])[CH:17]=1. The yield is 0.990. (3) The reactants are [CH2:1]([N:4]([CH2:15][CH:16]=[CH2:17])[CH2:5][C:6]([C:9]1[CH:10]=[N:11][CH:12]=[CH:13][CH:14]=1)=[N:7][OH:8])[CH:2]=[CH2:3]. The catalyst is C1(C)C=CC=CC=1. The product is [CH2:15]([N:4]1[CH2:1][CH:2]2[C:6]([C:9]3[CH:10]=[N:11][CH:12]=[CH:13][CH:14]=3)([NH:7][O:8][CH2:3]2)[CH2:5]1)[CH:16]=[CH2:17]. The yield is 0.430. (4) The reactants are [C:1]([N:8]1[CH2:13][CH2:12][CH:11]([CH2:14][OH:15])[CH2:10][CH2:9]1)([O:3][C:4]([CH3:7])([CH3:6])[CH3:5])=[O:2].[H-].[Na+].CN(C=O)C.[Br:23][C:24]1[CH:29]=[C:28](Cl)[C:27]([N+:31]([O-:33])=[O:32])=[CH:26][N:25]=1. The catalyst is CCOCC. The product is [Br:23][C:24]1[CH:29]=[C:28]([O:15][CH2:14][CH:11]2[CH2:12][CH2:13][N:8]([C:1]([O:3][C:4]([CH3:7])([CH3:6])[CH3:5])=[O:2])[CH2:9][CH2:10]2)[C:27]([N+:31]([O-:33])=[O:32])=[CH:26][N:25]=1. The yield is 0.620. (5) The catalyst is CO.O. The yield is 0.900. The reactants are [C:1]([N:4]1[CH2:9][CH2:8][N:7]([C:10]2[C:18]3[CH:17]=[C:16]([C:19]([O:21]CC)=[O:20])[S:15][C:14]=3[CH:13]=[CH:12][CH:11]=2)[CH2:6][CH2:5]1)(=[O:3])[CH3:2].[OH-].[Li+].C(OCC)(=O)C. The product is [C:1]([N:4]1[CH2:9][CH2:8][N:7]([C:10]2[C:18]3[CH:17]=[C:16]([C:19]([OH:21])=[O:20])[S:15][C:14]=3[CH:13]=[CH:12][CH:11]=2)[CH2:6][CH2:5]1)(=[O:3])[CH3:2]. (6) The reactants are C(O[C:4](=[O:35])[CH2:5][N:6]1[CH2:11][CH2:10][N:9]([C:12]2[CH:21]=[CH:20][C:19]([O:22][CH3:23])=[C:18]3[C:13]=2[CH:14]=[CH:15][C:16]([C:24]([F:27])([F:26])[F:25])=[N:17]3)[CH2:8][C@@H:7]1[CH2:28][C:29]1[CH:34]=[CH:33][CH:32]=[CH:31][CH:30]=1)C.[NH3:36].[C-]#N.[Na+]. The catalyst is CO. The product is [CH2:28]([C@H:7]1[CH2:8][N:9]([C:12]2[CH:21]=[CH:20][C:19]([O:22][CH3:23])=[C:18]3[C:13]=2[CH:14]=[CH:15][C:16]([C:24]([F:26])([F:25])[F:27])=[N:17]3)[CH2:10][CH2:11][N:6]1[CH2:5][C:4]([NH2:36])=[O:35])[C:29]1[CH:30]=[CH:31][CH:32]=[CH:33][CH:34]=1. The yield is 0.790. (7) The reactants are C(OC([N:8]1[CH2:13][CH2:12][C:11]([C:22]#[N:23])([C:14]2[CH:19]=[CH:18][C:17]([F:20])=[CH:16][C:15]=2[F:21])[CH2:10][CH2:9]1)=O)(C)(C)C. The catalyst is ClCCl.FC(F)(F)C(O)=O. The product is [F:21][C:15]1[CH:16]=[C:17]([F:20])[CH:18]=[CH:19][C:14]=1[C:11]1([C:22]#[N:23])[CH2:12][CH2:13][NH:8][CH2:9][CH2:10]1. The yield is 0.900. (8) The reactants are C(OC([N:8]1[CH2:12][CH2:11][CH2:10][C@@H:9]1[CH2:13][O:14][C:15]1[CH:20]=[CH:19][C:18]([N:21]2[C:29](=[O:30])[C:28]3[C:23](=[CH:24][CH:25]=[CH:26][CH:27]=3)[C:22]2=[O:31])=[CH:17][CH:16]=1)=O)(C)(C)C.[ClH:32]. The catalyst is O1CCOCC1. The product is [ClH:32].[NH:8]1[CH2:12][CH2:11][CH2:10][C@@H:9]1[CH2:13][O:14][C:15]1[CH:20]=[CH:19][C:18]([N:21]2[C:22](=[O:31])[C:23]3[C:28](=[CH:27][CH:26]=[CH:25][CH:24]=3)[C:29]2=[O:30])=[CH:17][CH:16]=1. The yield is 0.900.